Dataset: Forward reaction prediction with 1.9M reactions from USPTO patents (1976-2016). Task: Predict the product of the given reaction. (1) Given the reactants [CH:1]#[C:2][CH2:3][CH2:4][CH3:5].C([Li])CCC.Br[C:12]1[S:13][CH:14]=[CH:15][CH:16]=1, predict the reaction product. The product is: [C:1]([C:12]1[S:13][CH:14]=[CH:15][CH:16]=1)#[C:2][CH2:3][CH2:4][CH3:5]. (2) Given the reactants [C:1]1([CH2:7][C:8]([NH:10][NH2:11])=O)[CH:6]=[CH:5][CH:4]=[CH:3][CH:2]=1.[N:12]1[S:13][N:14]=[C:15]2[C:20]([N:21]=[C:22]=[S:23])=[CH:19][CH:18]=[CH:17][C:16]=12, predict the reaction product. The product is: [N:12]1[S:13][N:14]=[C:15]2[C:20]([N:21]3[C:8]([CH2:7][C:1]4[CH:6]=[CH:5][CH:4]=[CH:3][CH:2]=4)=[N:10][NH:11][C:22]3=[S:23])=[CH:19][CH:18]=[CH:17][C:16]=12. (3) The product is: [N:18]1([C:9]2[CH:10]=[CH:11][C:12]([C:14]([F:15])([F:16])[F:17])=[CH:13][C:8]=2[NH2:5])[CH2:19][CH2:20][CH2:21][CH2:22][CH2:23]1. Given the reactants Cl.[Sn](Cl)Cl.[N+:5]([C:8]1[CH:13]=[C:12]([C:14]([F:17])([F:16])[F:15])[CH:11]=[CH:10][C:9]=1[N:18]1[CH2:23][CH2:22][CH2:21][CH2:20][CH2:19]1)([O-])=O.C(=O)(O)[O-].[Na+], predict the reaction product. (4) Given the reactants [F:1][C:2]1[C:3]([CH2:18][OH:19])=[CH:4][C:5]([C:8]2[CH:9]=[N:10][C:11]([C:14]([F:17])([F:16])[F:15])=[N:12][CH:13]=2)=[N:6][CH:7]=1.[CH3:20][S:21](Cl)(=[O:23])=[O:22], predict the reaction product. The product is: [CH3:20][S:21]([O:19][CH2:18][C:3]1[C:2]([F:1])=[CH:7][N:6]=[C:5]([C:8]2[CH:13]=[N:12][C:11]([C:14]([F:16])([F:17])[F:15])=[N:10][CH:9]=2)[CH:4]=1)(=[O:23])=[O:22]. (5) Given the reactants [CH3:1][O:2][C:3]1[C:8]2[N:9]=[C:10]([NH2:12])[S:11][C:7]=2[C:6]([NH:13][CH3:14])=[CH:5][CH:4]=1.C(=O)([O-])[O-].[K+].[K+].[CH3:21][O:22][C:23]1[CH:30]=[CH:29][C:26]([CH2:27]Cl)=[CH:25][CH:24]=1.[F:31][C:32]1[CH:40]=[CH:39][C:35]([C:36](O)=[O:37])=[CH:34][CH:33]=1.CN(C(ON1N=NC2C=CC=NC1=2)=[N+](C)C)C.F[P-](F)(F)(F)(F)F.C(N(C(C)C)C(C)C)C, predict the reaction product. The product is: [F:31][C:32]1[CH:40]=[CH:39][C:35]([C:36]([NH:12][C:10]2[S:11][C:7]3[C:6]([N:13]([CH2:27][C:26]4[CH:29]=[CH:30][C:23]([O:22][CH3:21])=[CH:24][CH:25]=4)[CH3:14])=[CH:5][CH:4]=[C:3]([O:2][CH3:1])[C:8]=3[N:9]=2)=[O:37])=[CH:34][CH:33]=1.